Dataset: Catalyst prediction with 721,799 reactions and 888 catalyst types from USPTO. Task: Predict which catalyst facilitates the given reaction. (1) Reactant: [C:1]([C:5]1[O:9][N:8]=[C:7]([NH:10][C:11](=[O:38])[CH2:12][C:13]2[CH:18]=[CH:17][C:16]([C:19]3[CH:20]=[C:21]4[C:27]([CH2:28][NH:29][CH3:30])=[N:26][N:25](C5CCCCO5)[C:22]4=[N:23][CH:24]=3)=[CH:15][C:14]=2[F:37])[CH:6]=1)([CH3:4])([CH3:3])[CH3:2].Cl. Product: [C:1]([C:5]1[O:9][N:8]=[C:7]([NH:10][C:11](=[O:38])[CH2:12][C:13]2[CH:18]=[CH:17][C:16]([C:19]3[CH:20]=[C:21]4[C:27]([CH2:28][NH:29][CH3:30])=[N:26][NH:25][C:22]4=[N:23][CH:24]=3)=[CH:15][C:14]=2[F:37])[CH:6]=1)([CH3:4])([CH3:2])[CH3:3]. The catalyst class is: 12. (2) Reactant: [Br:1][C:2]1[CH:10]=[CH:9][C:5]([C:6](O)=[O:7])=[CH:4][C:3]=1[F:11].C(Cl)(=O)C(Cl)=O.Cl.[CH3:19][NH:20][O:21][CH3:22].C(N(CC)CC)C. Product: [Br:1][C:2]1[CH:10]=[CH:9][C:5]([C:6]([N:20]([O:21][CH3:22])[CH3:19])=[O:7])=[CH:4][C:3]=1[F:11]. The catalyst class is: 139.